This data is from Full USPTO retrosynthesis dataset with 1.9M reactions from patents (1976-2016). The task is: Predict the reactants needed to synthesize the given product. (1) Given the product [Br:1][C:2]([CH2:3][CH2:4][O:5][CH:7]([O:9][CH2:10][CH3:11])[CH3:8])=[CH2:6], predict the reactants needed to synthesize it. The reactants are: [Br:1][C:2](=[CH2:6])[CH2:3][CH2:4][OH:5].[CH:7]([O:9][CH2:10][CH3:11])=[CH2:8]. (2) Given the product [OH:13][C:7]1[CH:6]=[CH:5][C:4]([N+:1]([O-:3])=[O:2])=[CH:12][C:8]=1[C:9]([Cl:16])=[O:10], predict the reactants needed to synthesize it. The reactants are: [N+:1]([C:4]1[CH:12]=[C:8]([C:9](O)=[O:10])[C:7]([OH:13])=[CH:6][CH:5]=1)([O-:3])=[O:2].S(Cl)([Cl:16])=O.CN(C=O)C. (3) Given the product [F:14][C:11]1[CH:12]=[CH:13][C:8]([C:17]2[CH:18]=[CH:19][C:20]([O:22][CH3:23])=[CH:21][C:16]=2[F:15])=[N:9][CH:10]=1, predict the reactants needed to synthesize it. The reactants are: C([O-])([O-])=O.[Na+].[Na+].Br[C:8]1[CH:13]=[CH:12][C:11]([F:14])=[CH:10][N:9]=1.[F:15][C:16]1[CH:21]=[C:20]([O:22][CH3:23])[CH:19]=[CH:18][C:17]=1B(O)O. (4) Given the product [F:30][C:31]([F:33])([F:32])[S:6][CH2:9][CH2:10][CH2:11][CH2:12][CH2:13][CH2:14][O:15][C:16]1[CH:21]=[C:20]([S:22][CH2:23][C:24]([F:27])([F:25])[F:26])[C:19]([Cl:28])=[CH:18][C:17]=1[Cl:29], predict the reactants needed to synthesize it. The reactants are: O1CCCC1.[S:6]([CH2:9][CH2:10][CH2:11][CH2:12][CH2:13][CH2:14][O:15][C:16]1[CH:21]=[C:20]([S:22][CH2:23][C:24]([F:27])([F:26])[F:25])[C:19]([Cl:28])=[CH:18][C:17]=1[Cl:29])C#N.[F:30][C:31]([Si](C)(C)C)([F:33])[F:32].[F-].C([N+](CCCC)(CCCC)CCCC)CCC. (5) Given the product [F:1][C:2]1[CH:24]=[CH:23][C:22]([F:25])=[CH:21][C:3]=1[CH2:4][C@H:5]1[CH2:10][C@H:9]([C:11]2[O:15][NH:14][C:13](=[O:16])[CH:12]=2)[CH2:8][CH2:7][NH:6]1, predict the reactants needed to synthesize it. The reactants are: [F:1][C:2]1[CH:24]=[CH:23][C:22]([F:25])=[CH:21][C:3]=1[CH2:4][C@H:5]1[CH2:10][C@H:9]([C:11]2[O:15][NH:14][C:13](=[O:16])[CH:12]=2)[CH2:8][CH2:7][N:6]1C(OC)=O.Br. (6) Given the product [Br:1][C:2]1[CH:3]=[C:4]([CH2:9][N:12]2[C:20](=[O:21])[C:19]3[C:14](=[CH:15][CH:16]=[CH:17][CH:18]=3)[C:13]2=[O:22])[CH:5]=[C:6]([I:8])[CH:7]=1, predict the reactants needed to synthesize it. The reactants are: [Br:1][C:2]1[CH:7]=[C:6]([I:8])[CH:5]=[C:4]([CH2:9]Cl)[CH:3]=1.[K][N:12]1[C:20](=[O:21])[C:19]2[C:14](=[CH:15][CH:16]=[CH:17][CH:18]=2)[C:13]1=[O:22]. (7) Given the product [CH3:27][O:26][C:23]1[CH:24]=[C:25]2[C:20](=[N:21][CH:22]=1)[N:19]=[CH:18][CH:17]=[C:16]2[N:13]1[CH2:14][CH2:15][CH:10]([CH2:9][CH2:8][NH2:7])[CH2:11][CH2:12]1, predict the reactants needed to synthesize it. The reactants are: C(OC(=O)[NH:7][CH2:8][CH2:9][CH:10]1[CH2:15][CH2:14][N:13]([C:16]2[C:25]3[C:20](=[N:21][CH:22]=[C:23]([O:26][CH3:27])[CH:24]=3)[N:19]=[CH:18][CH:17]=2)[CH2:12][CH2:11]1)(C)(C)C.C(O)(C(F)(F)F)=O.